From a dataset of Forward reaction prediction with 1.9M reactions from USPTO patents (1976-2016). Predict the product of the given reaction. (1) Given the reactants [S:1]1[CH:5]=[C:4]([CH2:6][O:7][C:8]2[N:9]=[CH:10][C:11]([C:14]([O:16]C)=[O:15])=[N:12][CH:13]=2)[N:3]=[CH:2]1.[OH-].[Na+].Cl, predict the reaction product. The product is: [S:1]1[CH:5]=[C:4]([CH2:6][O:7][C:8]2[N:9]=[CH:10][C:11]([C:14]([OH:16])=[O:15])=[N:12][CH:13]=2)[N:3]=[CH:2]1. (2) Given the reactants [C:1]([O:5][C:6](=[O:26])[C:7]1[CH:12]=[CH:11][C:10]([CH2:13][N:14]2[CH:23]=[CH:22][C:21]3[C:16](=[CH:17][C:18](Br)=[CH:19][CH:20]=3)[C:15]2=[O:25])=[CH:9][CH:8]=1)([CH3:4])([CH3:3])[CH3:2].[CH2:27]([N:30]1[CH:34]=[CH:33][N:32]=C1)[C:28]#[CH:29].C([N:37](CC)CC)C, predict the reaction product. The product is: [C:1]([O:5][C:6](=[O:26])[C:7]1[CH:12]=[CH:11][C:10]([CH2:13][N:14]2[CH:23]=[CH:22][C:21]3[C:16](=[CH:17][C:18]([C:29]#[C:28][CH2:27][N:30]4[CH:34]=[CH:33][N:32]=[N:37]4)=[CH:19][CH:20]=3)[C:15]2=[O:25])=[CH:9][CH:8]=1)([CH3:4])([CH3:3])[CH3:2]. (3) Given the reactants [CH3:1][O:2][C:3]1[CH:49]=[CH:48][C:6]([CH2:7][N:8]([CH2:39][C:40]2[CH:45]=[CH:44][C:43]([O:46][CH3:47])=[CH:42][CH:41]=2)[C:9]2[N:14]=[C:13]([CH3:15])[N:12]=[C:11]([C:16]3[CH:17]=[C:18]([CH:23]([N:25]4[CH2:30][CH2:29][N:28]([C:31]([O:33][C:34]([CH3:37])([CH3:36])[CH3:35])=[O:32])[CH2:27][C@H:26]4[CH3:38])[CH3:24])[CH:19]=[N:20][C:21]=3F)[N:10]=2)=[CH:5][CH:4]=1.[F:50][C:51]1[CH:52]=[C:53]([NH2:59])[CH:54]=[N:55][C:56]=1[O:57][CH3:58].O1CCCC1.C[Si]([N-][Si](C)(C)C)(C)C.[Li+], predict the reaction product. The product is: [CH3:1][O:2][C:3]1[CH:49]=[CH:48][C:6]([CH2:7][N:8]([CH2:39][C:40]2[CH:41]=[CH:42][C:43]([O:46][CH3:47])=[CH:44][CH:45]=2)[C:9]2[N:14]=[C:13]([CH3:15])[N:12]=[C:11]([C:16]3[CH:17]=[C:18]([C@H:23]([N:25]4[CH2:30][CH2:29][N:28]([C:31]([O:33][C:34]([CH3:35])([CH3:36])[CH3:37])=[O:32])[CH2:27][C@H:26]4[CH3:38])[CH3:24])[CH:19]=[N:20][C:21]=3[NH:59][C:53]3[CH:54]=[N:55][C:56]([O:57][CH3:58])=[C:51]([F:50])[CH:52]=3)[N:10]=2)=[CH:5][CH:4]=1.[CH3:1][O:2][C:3]1[CH:49]=[CH:48][C:6]([CH2:7][N:8]([CH2:39][C:40]2[CH:41]=[CH:42][C:43]([O:46][CH3:47])=[CH:44][CH:45]=2)[C:9]2[N:14]=[C:13]([CH3:15])[N:12]=[C:11]([C:16]3[CH:17]=[C:18]([C@@H:23]([N:25]4[CH2:30][CH2:29][N:28]([C:31]([O:33][C:34]([CH3:35])([CH3:36])[CH3:37])=[O:32])[CH2:27][C@H:26]4[CH3:38])[CH3:24])[CH:19]=[N:20][C:21]=3[NH:59][C:53]3[CH:54]=[N:55][C:56]([O:57][CH3:58])=[C:51]([F:50])[CH:52]=3)[N:10]=2)=[CH:5][CH:4]=1. (4) Given the reactants [F:1][C:2]1[CH:3]=[CH:4][C:5](=[N:12]S(C2C=CC(C)=CC=2)(=O)=O)[N:6]([CH2:8][C:9]([NH2:11])=O)[CH:7]=1.[F:23][C:24]([F:35])([F:34])[C:25](O[C:25](=[O:26])[C:24]([F:35])([F:34])[F:23])=[O:26], predict the reaction product. The product is: [F:23][C:24]([F:35])([F:34])[C:25]([NH:11][C:9]1[N:12]=[C:5]2[CH:4]=[CH:3][C:2]([F:1])=[CH:7][N:6]2[CH:8]=1)=[O:26]. (5) Given the reactants [NH2:1][C:2]1[C:3]([CH3:13])=[C:4]([CH:9]=[C:10]([Cl:12])[CH:11]=1)[C:5]([O:7][CH3:8])=[O:6].[C@@H:14]12[O:19][C@H:18]1[CH2:17][O:16][CH2:15]2, predict the reaction product. The product is: [Cl:12][C:10]1[CH:11]=[C:2]([NH:1][C@H:18]2[C@H:14]([OH:19])[CH2:15][O:16][CH2:17]2)[C:3]([CH3:13])=[C:4]([CH:9]=1)[C:5]([O:7][CH3:8])=[O:6]. (6) Given the reactants [OH:1][CH:2]1[CH2:7][CH2:6][CH:5]([NH:8][C:9](=[O:19])[CH2:10]P(=O)(OCC)OCC)[CH2:4][CH2:3]1.[Cl:20][C:21]1[CH:26]=[CH:25][C:24]([S:27][C:28]2[N:35]=[CH:34][CH:33]=[CH:32][C:29]=2[CH:30]=O)=[CH:23][CH:22]=1, predict the reaction product. The product is: [Cl:20][C:21]1[CH:22]=[CH:23][C:24]([S:27][C:28]2[C:29](/[CH:30]=[CH:10]/[C:9]([NH:8][CH:5]3[CH2:4][CH2:3][CH:2]([OH:1])[CH2:7][CH2:6]3)=[O:19])=[CH:32][CH:33]=[CH:34][N:35]=2)=[CH:25][CH:26]=1. (7) Given the reactants [CH3:1][O:2][C:3]1[CH:16]=[CH:15][CH:14]=[C:13]2[C:4]=1[O:5][C:6]1[CH:7]=C(C(O)=O)[CH:9]=[CH:10][C:11]=1[C:12]2=[O:17].CN(C([O:28]N1N=NC2C=CC=CC1=2)=[N+](C)C)C.F[P-](F)(F)(F)(F)F.[CH:45]([N:48]([CH:51]([CH3:53])C)[CH2:49][CH3:50])([CH3:47])C.C(NCC)C, predict the reaction product. The product is: [CH2:51]([N:48]([CH2:49][CH3:50])[C:45]([C:47]1[CH:9]=[CH:10][C:11]2[C:12](=[O:17])[C:13]3[C:4]([O:5][C:6]=2[CH:7]=1)=[C:3]([O:2][CH3:1])[CH:16]=[CH:15][CH:14]=3)=[O:28])[CH3:53]. (8) Given the reactants C(NC1C(=O)N(CC(O)=O)C(C2C=C([N+]([O-])=O)C=C(C(N[C@@H](C)CC)=O)C=2)=CN=1)(C)C.C(N(C(C)C)CC)(C)C.CN(C(ON1N=NC2C=CC=CC1=2)=[N+](C)C)C.F[P-](F)(F)(F)(F)F.C(N)C1C=CC=CC=1.[ClH:73].Cl.[NH2:75][CH2:76][C:77]1[C:82]([O:83][CH3:84])=[CH:81][C:80]([C:85](=[NH:87])[NH2:86])=[CH:79][C:78]=1[O:88][CH3:89], predict the reaction product. The product is: [ClH:73].[NH2:75][CH2:76][C:77]1[C:78]([O:88][CH3:89])=[CH:79][C:80]([C:85]([NH2:87])=[NH:86])=[CH:81][C:82]=1[O:83][CH3:84].